From a dataset of Forward reaction prediction with 1.9M reactions from USPTO patents (1976-2016). Predict the product of the given reaction. (1) Given the reactants C([O:3][C:4]([C:6]1[CH:7]=[N:8][N:9]([CH3:12])[C:10]=1[Br:11])=[O:5])C.[Li+].[OH-], predict the reaction product. The product is: [Br:11][C:10]1[N:9]([CH3:12])[N:8]=[CH:7][C:6]=1[C:4]([OH:5])=[O:3]. (2) Given the reactants C(OC([N:8]1[CH:12]([C:13](=[O:25])[NH:14][CH:15]2[C:24]3[C:19](=[CH:20][CH:21]=[CH:22][CH:23]=3)[CH2:18][CH2:17][CH2:16]2)[CH2:11][S:10][CH2:9]1)=O)(C)(C)C.[ClH:26].O1CCOCC1.C(OCC)C, predict the reaction product. The product is: [ClH:26].[CH:15]1([NH:14][C:13]([CH:12]2[CH2:11][S:10][CH2:9][NH:8]2)=[O:25])[C:24]2[C:19](=[CH:20][CH:21]=[CH:22][CH:23]=2)[CH2:18][CH2:17][CH2:16]1. (3) Given the reactants [C:1]([C:3]1[CH:8]=[CH:7][C:6]([C:9]2[N:13]([S:14]([C:17]3[CH:18]=[N:19][CH:20]=[CH:21][CH:22]=3)(=[O:16])=[O:15])[CH:12]=[C:11]([CH2:23][N:24](C)[C:25](=O)[O:26][C:27]([CH3:30])(C)C)[CH:10]=2)=[CH:5][CH:4]=1)#[N:2].[C:33]([O:36]CC)(=[O:35])[CH3:34].Cl.C(=O)([O-])[OH:41].[Na+], predict the reaction product. The product is: [C:27]([OH:26])(=[O:41])/[CH:30]=[CH:34]/[C:33]([OH:36])=[O:35].[CH3:25][NH:24][CH2:23][C:11]1[CH:10]=[C:9]([C:6]2[CH:7]=[CH:8][C:3]([C:1]#[N:2])=[CH:4][CH:5]=2)[N:13]([S:14]([C:17]2[CH:18]=[N:19][CH:20]=[CH:21][CH:22]=2)(=[O:16])=[O:15])[CH:12]=1. (4) Given the reactants [NH2:1][C:2]1[N:7]=[C:6]([C:8]2[CH:13]=[CH:12][CH:11]=[CH:10][C:9]=2[F:14])[C:5]([C:15]#[N:16])=[C:4](S(C)=O)[N:3]=1.N1C=CC=CC=1C([OH:28])C.[CH2:29]1[CH2:39][CH2:38][N:37]2C(=N[CH2:34][CH2:35][CH2:36]2)C[CH2:30]1, predict the reaction product. The product is: [NH2:1][C:2]1[N:7]=[C:6]([C:8]2[CH:13]=[CH:12][CH:11]=[CH:10][C:9]=2[F:14])[C:5]([C:15]#[N:16])=[C:4]([O:28][CH2:34][CH2:35][C:36]2[CH:30]=[CH:29][CH:39]=[CH:38][N:37]=2)[N:3]=1. (5) Given the reactants Br.Br[CH2:3][C:4]([C:6]1[CH:11]=[CH:10][N:9]=[CH:8][CH:7]=1)=O.[C:12]([NH2:20])(=[S:19])[C:13]1[CH:18]=[CH:17][CH:16]=[CH:15][CH:14]=1, predict the reaction product. The product is: [C:13]1([C:12]2[S:19][CH:3]=[C:4]([C:6]3[CH:11]=[CH:10][N:9]=[CH:8][CH:7]=3)[N:20]=2)[CH:18]=[CH:17][CH:16]=[CH:15][CH:14]=1. (6) Given the reactants [Cl-].COC1C=C(OC)NN([N+]2(C)CCOCC2)N=1.[Cl:19][CH2:20][CH2:21][CH2:22][O:23][C:24]1[CH:33]=[C:32]2[C:27]([C:28]([NH:34][C:35]3[CH:36]=[N:37][N:38]([CH2:40][C:41](O)=[O:42])[CH:39]=3)=[N:29][CH:30]=[N:31]2)=[CH:26][CH:25]=1.[F:44][C:45]1[CH:51]=[CH:50][CH:49]=[C:48]([F:52])[C:46]=1[NH2:47].O, predict the reaction product. The product is: [Cl:19][CH2:20][CH2:21][CH2:22][O:23][C:24]1[CH:33]=[C:32]2[C:27]([C:28]([NH:34][C:35]3[CH:36]=[N:37][N:38]([CH2:40][C:41]([NH:47][C:46]4[C:45]([F:44])=[CH:51][CH:50]=[CH:49][C:48]=4[F:52])=[O:42])[CH:39]=3)=[N:29][CH:30]=[N:31]2)=[CH:26][CH:25]=1. (7) Given the reactants [CH2:1]([O:3][C:4]1[CH:5]=[C:6]([CH:9]=[CH:10][C:11]=1[O:12][CH:13]([CH3:15])[CH3:14])[CH:7]=O)[CH3:2].[C:16]([C:18]1[CH:24]=[CH:23][C:21]([NH2:22])=[CH:20][CH:19]=1)#[N:17].C1(C)C=CC(S(C[N+]#[C-])(=O)=[O:32])=CC=1.B(F)(F)F.C[CH2:43][O:44][CH2:45]C, predict the reaction product. The product is: [C:16]([C:18]1[CH:24]=[CH:23][C:21]([NH:22][CH:7]([C:6]2[CH:9]=[CH:10][C:11]([O:12][CH:13]([CH3:15])[CH3:14])=[C:4]([O:3][CH2:1][CH3:2])[CH:5]=2)[C:43]([O:44][CH3:45])=[O:32])=[CH:20][CH:19]=1)#[N:17].